This data is from Retrosynthesis with 50K atom-mapped reactions and 10 reaction types from USPTO. The task is: Predict the reactants needed to synthesize the given product. (1) Given the product CCCC(=CC(=O)O)C(C)=O, predict the reactants needed to synthesize it. The reactants are: CCCCC(C)=O.O=CC(=O)O. (2) Given the product OC[C@@H](F)CN(Cc1ccccc1)Cc1ccccc1, predict the reactants needed to synthesize it. The reactants are: COC(=O)[C@@H](F)CN(Cc1ccccc1)Cc1ccccc1. (3) Given the product CC(C)(C)OC(=O)Nc1cccc(Br)c1, predict the reactants needed to synthesize it. The reactants are: CC(C)(C)OC(=O)OC(=O)OC(C)(C)C.Nc1cccc(Br)c1. (4) Given the product FC(F)(F)c1cc2c(NCc3ccc(Cl)c(Cl)c3)nc(-n3ccnc3)nc2s1, predict the reactants needed to synthesize it. The reactants are: FC(F)(F)c1cc2c(NCc3ccc(Cl)c(Cl)c3)nc(Cl)nc2s1.c1c[nH]cn1. (5) Given the product O=C(N[C@@H]1CCCC[C@H]1O)c1cc(-c2ccc(Cl)cc2)c(OCC(F)(F)F)nn1, predict the reactants needed to synthesize it. The reactants are: N[C@@H]1CCCC[C@H]1O.O=C(O)c1cc(-c2ccc(Cl)cc2)c(OCC(F)(F)F)nn1. (6) Given the product COc1cc(Cl)c(Nc2nc(N(C)C)nc(OC)c2[N+](=O)[O-])cc1OCc1c(OC)ccc(F)c1F, predict the reactants needed to synthesize it. The reactants are: CNC.COc1cc(Cl)c(Nc2nc(Cl)nc(OC)c2[N+](=O)[O-])cc1OCc1c(OC)ccc(F)c1F. (7) Given the product O=C1Nc2cc(Nc3cccc(-c4nnc(-c5cccc(OC(F)(F)F)c5)[nH]4)c3)ccc2C1=Cc1ccc[nH]1, predict the reactants needed to synthesize it. The reactants are: O=C1Cc2ccc(Nc3cccc(-c4nnc(-c5cccc(OC(F)(F)F)c5)[nH]4)c3)cc2N1.O=Cc1ccc[nH]1.